This data is from Reaction yield outcomes from USPTO patents with 853,638 reactions. The task is: Predict the reaction yield, written as a fraction of the theoretical maximum amount of product (1.0 means a 100% yield; for example, 0.34 means a 34% yield). (1) The reactants are [N:1]([C@@H:4]1[C:9](=[O:10])[O:8][C@H:7]([C@@H:11]2[CH2:15][O:14]C(C)(C)[O:12]2)[C@@H:6]2[O:18][C:19]([CH3:22])([CH3:21])[O:20][C@H:5]12)=[N+:2]=[N-:3]. The catalyst is C(O)(=O)C. The product is [N:1]([C@@H:4]1[C:9](=[O:10])[O:8][C@H:7]([C@@H:11]([OH:12])[CH2:15][OH:14])[C@@H:6]2[O:18][C:19]([CH3:22])([CH3:21])[O:20][C@H:5]12)=[N+:2]=[N-:3]. The yield is 0.850. (2) The reactants are C[Si]([N-][Si](C)(C)C)(C)C.[Br:10][C:11]1[CH:12]=[C:13]([C:18]2[CH:23]=[C:22]([O:24][CH3:25])[N:21]=[CH:20][C:19]=2[NH2:26])[C:14](F)=[N:15][CH:16]=1. The catalyst is C1COCC1.O. The product is [CH3:25][O:24][C:22]1[N:21]=[CH:20][C:19]2[NH:26][C:14]3[N:15]=[CH:16][C:11]([Br:10])=[CH:12][C:13]=3[C:18]=2[CH:23]=1. The yield is 0.470.